This data is from Peptide-MHC class I binding affinity with 185,985 pairs from IEDB/IMGT. The task is: Regression. Given a peptide amino acid sequence and an MHC pseudo amino acid sequence, predict their binding affinity value. This is MHC class I binding data. (1) The peptide sequence is IEPAQEEHDKY. The MHC is Mamu-B17 with pseudo-sequence Mamu-B17. The binding affinity (normalized) is 0. (2) The peptide sequence is APEEKYLSM. The MHC is HLA-B15:17 with pseudo-sequence HLA-B15:17. The binding affinity (normalized) is 0.0847. (3) The peptide sequence is CPRKRKTVE. The MHC is HLA-B08:01 with pseudo-sequence HLA-B08:01. The binding affinity (normalized) is 0.412. (4) The peptide sequence is LSKEYAERQGK. The MHC is Mamu-A01 with pseudo-sequence Mamu-A01. The binding affinity (normalized) is 0.303. (5) The peptide sequence is FMKDGRSLVV. The MHC is HLA-A02:17 with pseudo-sequence HLA-A02:17. The binding affinity (normalized) is 0.183. (6) The peptide sequence is MHEDIISLW. The MHC is HLA-B51:01 with pseudo-sequence HLA-B51:01. The binding affinity (normalized) is 0.373.